Predict the reactants needed to synthesize the given product. From a dataset of Full USPTO retrosynthesis dataset with 1.9M reactions from patents (1976-2016). (1) Given the product [C:10]([CH2:12][C:13]([NH:5][C:4]1[CH:6]=[CH:7][C:8]([F:9])=[C:2]([F:1])[CH:3]=1)=[O:14])#[N:11], predict the reactants needed to synthesize it. The reactants are: [F:1][C:2]1[CH:3]=[C:4]([CH:6]=[CH:7][C:8]=1[F:9])[NH2:5].[C:10]([CH2:12][C:13](OCC)=[O:14])#[N:11]. (2) Given the product [F:9][CH2:8][C:5]1[CH:6]=[CH:7][C:2]([B:10]2[O:14][C:13]([CH3:16])([CH3:15])[C:12]([CH3:18])([CH3:17])[O:11]2)=[CH:3][CH:4]=1, predict the reactants needed to synthesize it. The reactants are: Br[C:2]1[CH:7]=[CH:6][C:5]([CH2:8][F:9])=[CH:4][CH:3]=1.[B:10]1([B:10]2[O:14][C:13]([CH3:16])([CH3:15])[C:12]([CH3:18])([CH3:17])[O:11]2)[O:14][C:13]([CH3:16])([CH3:15])[C:12]([CH3:18])([CH3:17])[O:11]1.C([O-])(=O)C.[K+].ClCCl. (3) Given the product [ClH:35].[CH3:8][C:5]1[CH:6]=[CH:7][C:2]2[NH:1][C:36](=[O:38])[N:9]([CH:10]3[CH2:11][CH2:12][N:13]([C@H:16]4[CH2:21][CH2:20][C@H:19]([O:22][CH:23]([CH3:25])[CH3:24])[CH2:18][CH2:17]4)[CH2:14][CH2:15]3)[C:3]=2[CH:4]=1, predict the reactants needed to synthesize it. The reactants are: [NH2:1][C:2]1[CH:7]=[CH:6][C:5]([CH3:8])=[CH:4][C:3]=1[NH:9][CH:10]1[CH2:15][CH2:14][N:13]([C@H:16]2[CH2:21][CH2:20][C@H:19]([O:22][CH:23]([CH3:25])[CH3:24])[CH2:18][CH2:17]2)[CH2:12][CH2:11]1.C(N(C(C)C)CC)(C)C.[Cl:35][C:36](Cl)([O:38]C(=O)OC(Cl)(Cl)Cl)Cl.C([O-])(O)=O.[Na+].Cl.C(OCC)C. (4) Given the product [NH:1]1[C:9]2[C:4](=[CH:5][CH:6]=[CH:7][CH:8]=2)[C:3]([CH2:10][CH2:11][C:12]([N:15]2[CH2:19][CH2:18][CH2:17][CH2:16]2)=[O:14])=[CH:2]1, predict the reactants needed to synthesize it. The reactants are: [NH:1]1[C:9]2[C:4](=[CH:5][CH:6]=[CH:7][CH:8]=2)[C:3]([CH2:10][CH2:11][C:12]([OH:14])=O)=[CH:2]1.[NH:15]1[CH2:19][CH2:18][CH2:17][CH2:16]1.CN(C(ON1N=NC2C=CC=CC1=2)=[N+](C)C)C.[B-](F)(F)(F)F.C(N(CC)CC)C.